Dataset: Catalyst prediction with 721,799 reactions and 888 catalyst types from USPTO. Task: Predict which catalyst facilitates the given reaction. (1) The catalyst class is: 47. Reactant: [CH2:1]([O:8][CH:9]([CH3:20])[CH2:10][O:11]C1C=CC(OC)=CC=1)[C:2]1[CH:7]=[CH:6][CH:5]=[CH:4][CH:3]=1.[N+]([O-])([O-])=O.[Ce+3].[NH4+].[NH4+].[N+]([O-])([O-])=O.[N+]([O-])([O-])=O.[N+]([O-])([O-])=O.[N+]([O-])([O-])=O.S([O-])([O-])(=O)=S.[Na+].[Na+].C(=O)([O-])O.[Na+]. Product: [CH2:1]([O:8][CH:9]([CH3:20])[CH2:10][OH:11])[C:2]1[CH:7]=[CH:6][CH:5]=[CH:4][CH:3]=1. (2) Reactant: C(N(CC)CC)C.[OH:8][CH:9]1[CH2:15][CH2:14][CH2:13][N:12]([C:16]([O:18][C:19]([CH3:22])([CH3:21])[CH3:20])=[O:17])[CH2:11][CH2:10]1.O. Product: [O:8]=[C:9]1[CH2:15][CH2:14][CH2:13][N:12]([C:16]([O:18][C:19]([CH3:22])([CH3:21])[CH3:20])=[O:17])[CH2:11][CH2:10]1. The catalyst class is: 16. (3) The catalyst class is: 38. Product: [C:7]1([C:13]23[CH2:14][CH:15]4[CH2:16][CH:17]([CH2:21]2)[C:25]([C:26]([OH:28])=[O:27])([CH2:19]4)[CH2:20]3)[CH:12]=[CH:11][CH:10]=[CH:9][CH:8]=1. Reactant: [OH-].[Na+].BrBr.Br[O-].[C:7]1([C:13]23[CH2:21][CH:17]4C[CH:19]([CH2:20]2)[C:15](C(=O)C)([CH2:16]4)[CH2:14]3)[CH:12]=[CH:11][CH:10]=[CH:9][CH:8]=1.[CH3:25][C:26]([OH:28])=[O:27]. (4) Reactant: [S:1]1[CH:5]=[CH:4][CH:3]=[C:2]1[CH:6]=O.C([O-])(=O)C.[NH4+].[N+:13]([CH3:16])([O-:15])=[O:14]. Product: [N+:13]([CH:16]=[CH:6][C:2]1[S:1][CH:5]=[CH:4][CH:3]=1)([O-:15])=[O:14]. The catalyst class is: 15. (5) Reactant: [OH:1][C:2]1[C:3]([C:8]([OH:10])=[O:9])=[N:4][CH:5]=[CH:6][CH:7]=1.S(=O)(=O)(O)O.[C:16](=O)([O-])O.[Na+]. Product: [OH:1][C:2]1[C:3]([C:8]([O:10][CH3:16])=[O:9])=[N:4][CH:5]=[CH:6][CH:7]=1. The catalyst class is: 5. (6) Product: [CH3:1][O:2][C:3]([C:5]1[CH:6]=[CH:7][C:8]([CH:9]=[C:38]2[CH2:43][CH2:42][N:41]([C:44]([O:46][C:47]([CH3:50])([CH3:49])[CH3:48])=[O:45])[CH2:40][CH2:39]2)=[CH:18][CH:19]=1)=[O:4]. The catalyst class is: 1. Reactant: [CH3:1][O:2][C:3]([C:5]1[CH:19]=[CH:18][C:8]([CH2:9]P(=O)(OCC)OCC)=[CH:7][CH:6]=1)=[O:4].C1OCCOCCOCCOCCOC1.[H-].[Na+].O=[C:38]1[CH2:43][CH2:42][N:41]([C:44]([O:46][C:47]([CH3:50])([CH3:49])[CH3:48])=[O:45])[CH2:40][CH2:39]1. (7) Reactant: Cl.Cl.[N:3]12[CH2:10][CH2:9][C:6]([CH2:11][NH2:12])([CH2:7][CH2:8]1)[CH2:5][CH2:4]2.C[O-].[Na+].C(O)(=O)C.C([BH3-])#N.[Na+].O=[CH:25][CH2:26][N:27]1[C:35]2[C:30](=[CH:31][CH:32]=[CH:33][C:34]=2[C:36]([O:38][CH3:39])=[O:37])[CH:29]=[N:28]1. Product: [N:3]12[CH2:10][CH2:9][C:6]([CH2:11][NH:12][CH2:25][CH2:26][N:27]3[C:35]4[C:30](=[CH:31][CH:32]=[CH:33][C:34]=4[C:36]([O:38][CH3:39])=[O:37])[CH:29]=[N:28]3)([CH2:7][CH2:8]1)[CH2:5][CH2:4]2. The catalyst class is: 5.